This data is from Full USPTO retrosynthesis dataset with 1.9M reactions from patents (1976-2016). The task is: Predict the reactants needed to synthesize the given product. (1) Given the product [CH2:1]([NH:5][C:18]1[CH:19]=[C:14]([Cl:13])[CH:15]=[CH:16][C:17]=1[N+:20]([O-:22])=[O:21])[CH:2]([CH3:4])[CH3:3], predict the reactants needed to synthesize it. The reactants are: [CH2:1]([NH2:5])[CH:2]([CH3:4])[CH3:3].C(=O)([O-])[O-].[K+].[K+].O.[Cl:13][C:14]1[CH:19]=[CH:18][C:17]([N+:20]([O-:22])=[O:21])=[C:16](F)[CH:15]=1. (2) Given the product [OH:29][CH2:28][C:21]12[CH2:20][CH:19]3[CH2:27][CH:23]([CH2:24][CH:25]([CH:18]3[NH:17][C:11](=[O:13])[C:10]3[CH:14]=[CH:15][CH:16]=[C:8]([O:1][C:2]4[CH:3]=[CH:4][CH:5]=[CH:6][CH:7]=4)[CH:9]=3)[CH2:26]1)[CH2:22]2, predict the reactants needed to synthesize it. The reactants are: [O:1]([C:8]1[CH:9]=[C:10]([CH:14]=[CH:15][CH:16]=1)[C:11]([OH:13])=O)[C:2]1[CH:7]=[CH:6][CH:5]=[CH:4][CH:3]=1.[NH2:17][CH:18]1[CH:25]2[CH2:26][C:21]3([CH2:28][OH:29])[CH2:22][CH:23]([CH2:27][CH:19]1[CH2:20]3)[CH2:24]2. (3) Given the product [F:42][C:20]1[CH:19]=[C:18]([CH:23]=[CH:22][C:21]=1[C:24]1[S:25][C:26]2[C:31]([N:32]=1)=[CH:30][CH:29]=[C:28]([C:33]1([C:36]3[CH:37]=[CH:38][CH:39]=[CH:40][CH:41]=3)[CH2:34][CH2:35]1)[N:27]=2)[CH2:17][N:1]1[CH:5]=[C:4]([C:6]([O:8][CH2:9][CH3:10])=[O:7])[CH:3]=[N:2]1, predict the reactants needed to synthesize it. The reactants are: [NH:1]1[CH:5]=[C:4]([C:6]([O:8][CH2:9][CH3:10])=[O:7])[CH:3]=[N:2]1.CC(C)([O-])C.Br[CH2:17][C:18]1[CH:23]=[CH:22][C:21]([C:24]2[S:25][C:26]3[C:31]([N:32]=2)=[CH:30][CH:29]=[C:28]([C:33]2([C:36]4[CH:41]=[CH:40][CH:39]=[CH:38][CH:37]=4)[CH2:35][CH2:34]2)[N:27]=3)=[C:20]([F:42])[CH:19]=1. (4) Given the product [F:4][C:2]([C:5]1[O:9][C:8]([CH2:10][N:11]2[CH:15]=[C:14]([NH:16][C:30]([C:26]3[N:27]=[CH:28][O:29][C:25]=3[C:22]3[CH:23]=[CH:24][C:19]([O:18][CH3:17])=[CH:20][CH:21]=3)=[O:31])[CH:13]=[N:12]2)=[CH:7][CH:6]=1)([F:1])[CH3:3], predict the reactants needed to synthesize it. The reactants are: [F:1][C:2]([C:5]1[O:9][C:8]([CH2:10][N:11]2[CH:15]=[C:14]([NH2:16])[CH:13]=[N:12]2)=[CH:7][CH:6]=1)([F:4])[CH3:3].[CH3:17][O:18][C:19]1[CH:24]=[CH:23][C:22]([C:25]2[O:29][CH:28]=[N:27][C:26]=2[C:30](O)=[O:31])=[CH:21][CH:20]=1. (5) Given the product [O:12]1[C:16]2([CH2:21][CH2:20][C:19](=[C:26]([NH:27][C:28]([O:30][CH2:31][C:32]3[CH:33]=[CH:34][CH:35]=[CH:36][CH:37]=3)=[O:29])[C:25]([O:24][CH3:23])=[O:44])[CH2:18][CH2:17]2)[O:15][CH2:14][CH2:13]1, predict the reactants needed to synthesize it. The reactants are: C1CCN2C(=NCCC2)CC1.[O:12]1[C:16]2([CH2:21][CH2:20][C:19](=O)[CH2:18][CH2:17]2)[O:15][CH2:14][CH2:13]1.[CH3:23][O:24][C:25](=[O:44])[CH:26](P(OC)(OC)=O)[NH:27][C:28]([O:30][CH2:31][C:32]1[CH:37]=[CH:36][CH:35]=[CH:34][CH:33]=1)=[O:29]. (6) Given the product [F:41][CH:24]([F:23])[CH2:25][N:26]1[CH2:27][CH2:28][N:29]([C:32]2[CH:38]=[CH:37][C:35]([NH:36][C:2]3[N:7]=[CH:6][N:5]=[C:4]([C:8]4[CH:9]=[CH:10][C:11]([O:16][CH:17]5[CH2:22][CH2:21][O:20][CH2:19][CH2:18]5)=[C:12]([CH:15]=4)[C:13]#[N:14])[N:3]=3)=[CH:34][C:33]=2[O:39][CH3:40])[CH2:30][CH2:31]1, predict the reactants needed to synthesize it. The reactants are: Cl[C:2]1[N:7]=[CH:6][N:5]=[C:4]([C:8]2[CH:9]=[CH:10][C:11]([O:16][CH:17]3[CH2:22][CH2:21][O:20][CH2:19][CH2:18]3)=[C:12]([CH:15]=2)[C:13]#[N:14])[N:3]=1.[F:23][CH:24]([F:41])[CH2:25][N:26]1[CH2:31][CH2:30][N:29]([C:32]2[CH:38]=[CH:37][C:35]([NH2:36])=[CH:34][C:33]=2[O:39][CH3:40])[CH2:28][CH2:27]1.C(N(CC)C(C)C)(C)C.